This data is from Full USPTO retrosynthesis dataset with 1.9M reactions from patents (1976-2016). The task is: Predict the reactants needed to synthesize the given product. (1) The reactants are: Br[C:2]1[CH:3]=[CH:4][C:5]([O:8][CH:9]2[CH2:14][CH2:13][O:12][CH2:11][CH2:10]2)=[N:6][CH:7]=1.[CH3:15][C:16]1([CH3:32])[C:20]([CH3:22])([CH3:21])[O:19][B:18]([B:18]2[O:19][C:20]([CH3:22])([CH3:21])[C:16]([CH3:32])([CH3:15])[O:17]2)[O:17]1.C([O-])([O-])=O.[Cs+].[Cs+].N#N. Given the product [O:12]1[CH2:13][CH2:14][CH:9]([O:8][C:5]2[CH:4]=[CH:3][C:2]([B:18]3[O:19][C:20]([CH3:22])([CH3:21])[C:16]([CH3:32])([CH3:15])[O:17]3)=[CH:7][N:6]=2)[CH2:10][CH2:11]1, predict the reactants needed to synthesize it. (2) The reactants are: [CH2:1]([Mg]Cl)[C:2]1[CH:7]=[CH:6][CH:5]=[CH:4][CH:3]=1.[O:10]=[C:11]1[CH2:16][CH2:15][N:14]([C:17]2[CH:24]=[CH:23][C:20]([C:21]#[N:22])=[CH:19][CH:18]=2)[CH2:13][CH2:12]1. Given the product [CH2:1]([C:11]1([OH:10])[CH2:12][CH2:13][N:14]([C:17]2[CH:24]=[CH:23][C:20]([C:21]#[N:22])=[CH:19][CH:18]=2)[CH2:15][CH2:16]1)[C:2]1[CH:7]=[CH:6][CH:5]=[CH:4][CH:3]=1, predict the reactants needed to synthesize it.